This data is from Experimentally validated miRNA-target interactions with 360,000+ pairs, plus equal number of negative samples. The task is: Binary Classification. Given a miRNA mature sequence and a target amino acid sequence, predict their likelihood of interaction. (1) The miRNA is hsa-miR-616-3p with sequence AGUCAUUGGAGGGUUUGAGCAG. The protein sequence of the target gene is MKGSIFTLFLFSVLFAISEVRSKESVRLCGLEYIRTVIYICASSRWRRHQEGIPQAQQAETGNSFQLPHKREFSEENPAQNLPKVDASGEDRLWGGQMPTEELWKSKKHSVMSRQDLQTLCCTDGCSMTDLSALC. Result: 0 (no interaction). (2) The miRNA is mmu-miR-212-5p with sequence ACCUUGGCUCUAGACUGCUUACU. The protein sequence of the target gene is MNNHVSSTPSTMKLKQTINPILLYFIHFIISLYTILTYIPFYFLCESKQEKPNQIKAKPVSSKPDSAYRSINSVDGLASVLYPGCDTLDKVFMYAKNKFKNKRLLGTREILNEEDEIQPNGKIFKKVILGHYNWLSYEDVFIRALDFGNGLQMLGQKPKANIAIFCETRAEWMIAAQACFMYNFQLVTLYATLGGPAIVHGLNETEVTNIITSKELLQTKLKDIVSLVPRLRHIITVDGKPPTWSEFPKGVIVHTMAAVQALGVKANVEKKAHSKPLPSDIAVIMYTSGSTGIPKGVMIS.... Result: 0 (no interaction). (3) The miRNA is ssc-miR-221-3p with sequence AGCUACAUUGUCUGCUGGGUUU. The protein sequence of the target gene is MFLAQRSLCSLSGRAKFLKTISSSKILGFSTSAKMSLKFTNAKRIEGLDSNVWIEFTKLAADPSVVNLGQGFPDISPPTYVKEELSKIAAIDSLNQYTRGFGHPSLVKALSYLYEKLYQKQIDSNKEILVTVGAYGSLFNTIQALIDEGDEVILIVPFYDCYEPMVRMAGATPVFIPLRSKPVYGKRWSSSDWTLDPQELESKFNSKTKAIILNTPHNPLGKVYNREELQVIADLCIKYDTLCISDEVYEWLVYSGNKHLKIATFPGMWERTITIGSAGKTFSVTGWKLGWSIGPNHLIK.... Result: 0 (no interaction).